The task is: Predict the product of the given reaction.. This data is from Forward reaction prediction with 1.9M reactions from USPTO patents (1976-2016). (1) Given the reactants [CH2:1]([O:3][C:4]1[CH:5]=[C:6]([C@H:12]([N:17]2[C:25](=[O:26])[C:24]3[C:19](=[CH:20][CH:21]=[CH:22][C:23]=3[NH:27][C:28](=[O:32])[CH:29]([CH3:31])[CH3:30])[CH2:18]2)[CH2:13][CH2:14][NH:15][OH:16])[CH:7]=[CH:8][C:9]=1[O:10][CH3:11])[CH3:2].[O-:33][C:34]#[N:35].[K+], predict the reaction product. The product is: [NH2:35][C:34]([N:15]([CH2:14][CH2:13][C@@H:12]([N:17]1[C:25](=[O:26])[C:24]2[C:19](=[CH:20][CH:21]=[CH:22][C:23]=2[NH:27][C:28](=[O:32])[CH:29]([CH3:31])[CH3:30])[CH2:18]1)[C:6]1[CH:7]=[CH:8][C:9]([O:10][CH3:11])=[C:4]([O:3][CH2:1][CH3:2])[CH:5]=1)[OH:16])=[O:33]. (2) Given the reactants [CH2:1]([CH:5]([CH2:11][C:12]1[CH:17]=[CH:16][C:15]([O:18][CH2:19][CH2:20][CH2:21][OH:22])=[CH:14][CH:13]=1)[C:6]([O:8][CH2:9][CH3:10])=[O:7])[CH2:2][CH2:3][CH3:4].[CH3:23][S:24](Cl)(=[O:26])=[O:25], predict the reaction product. The product is: [CH2:1]([CH:5]([CH2:11][C:12]1[CH:17]=[CH:16][C:15]([O:18][CH2:19][CH2:20][CH2:21][O:22][S:24]([CH3:23])(=[O:26])=[O:25])=[CH:14][CH:13]=1)[C:6]([O:8][CH2:9][CH3:10])=[O:7])[CH2:2][CH2:3][CH3:4]. (3) Given the reactants [NH2:1][C:2]1[NH:6][N:5]=[C:4]2[CH2:7][N:8]([C@H:10]3[CH2:15][N:14]([CH3:16])[C@H:13]([C:17]4[CH:22]=[C:21]([F:23])[CH:20]=[CH:19][C:18]=4[F:24])[C@@H:12]([NH:25]C(=O)OC(C)(C)C)[CH2:11]3)[CH2:9][C:3]=12.[C:33]([OH:39])([C:35]([F:38])([F:37])[F:36])=[O:34].C(Cl)Cl, predict the reaction product. The product is: [F:36][C:35]([F:38])([F:37])[C:33]([OH:39])=[O:34].[F:36][C:35]([F:38])([F:37])[C:33]([OH:39])=[O:34].[F:36][C:35]([F:38])([F:37])[C:33]([OH:39])=[O:34].[F:36][C:35]([F:38])([F:37])[C:33]([OH:39])=[O:34].[NH2:25][C@@H:12]1[C@@H:13]([C:17]2[CH:22]=[C:21]([F:23])[CH:20]=[CH:19][C:18]=2[F:24])[N:14]([CH3:16])[CH2:15][C@H:10]([N:8]2[CH2:9][C:3]3[C:4](=[N:5][NH:6][C:2]=3[NH2:1])[CH2:7]2)[CH2:11]1. (4) Given the reactants [CH3:1][N:2]1[C:10]2[N:9]=[C:8]([Br:11])[NH:7][C:6]=2[C:5](=[O:12])[NH:4][C:3]1=[O:13].C([O-])([O-])=O.[K+].[K+].[Cl:20][C:21]1[CH:28]=[CH:27][CH:26]=[C:25]([F:29])[C:22]=1[CH2:23]Br, predict the reaction product. The product is: [Br:11][C:8]1[N:7]([CH2:23][C:22]2[C:25]([F:29])=[CH:26][CH:27]=[CH:28][C:21]=2[Cl:20])[C:6]2[C:5](=[O:12])[NH:4][C:3](=[O:13])[N:2]([CH3:1])[C:10]=2[N:9]=1. (5) Given the reactants Cl.[NH2:2][C:3]1[N:7]2[N:8]=[C:9]([C:13]([OH:15])=O)[CH:10]=[C:11]([CH3:12])[C:6]2=[N:5][N:4]=1.F[B-](F)(F)F.C(OC([C:26](=NOC(N(C)C)=[N+](C)C)[C:27]#[N:28])=O)C.C(NCC)C, predict the reaction product. The product is: [CH2:27]([NH:28][C:13]([C:9]1[CH:10]=[C:11]([CH3:12])[C:6]2[N:7]([C:3]([NH2:2])=[N:4][N:5]=2)[N:8]=1)=[O:15])[CH3:26]. (6) The product is: [F:1][C:2]1[CH:3]=[C:4]([C:13]2[N:18]=[C:17]([NH2:19])[N:16]=[C:15]([NH:20][CH3:21])[CH:14]=2)[CH:5]=[C:6]([F:8])[CH:7]=1. Given the reactants [F:1][C:2]1[CH:3]=[C:4](B(O)O)[CH:5]=[C:6]([F:8])[CH:7]=1.Cl[C:13]1[N:18]=[C:17]([NH2:19])[N:16]=[C:15]([NH:20][CH3:21])[CH:14]=1, predict the reaction product. (7) Given the reactants [CH2:1]([O:8][C:9]([NH:11][C@H:12]1[CH2:16][CH2:15][N:14]([C@@H:17]([CH3:21])[C:18]([OH:20])=O)[C:13]1=[O:22])=[O:10])[C:2]1[CH:7]=[CH:6][CH:5]=[CH:4][CH:3]=1.Cl.CN(C)CCCN=C=NCC.[CH:35]1[CH:36]=[CH:37]C2N(O)N=[N:41][C:39]=2[CH:40]=1.N1CCCCC1, predict the reaction product. The product is: [CH3:21][C@H:17]([N:14]1[CH2:15][CH2:16][C@H:12]([NH:11][C:9](=[O:10])[O:8][CH2:1][C:2]2[CH:3]=[CH:4][CH:5]=[CH:6][CH:7]=2)[C:13]1=[O:22])[C:18](=[O:20])[N:41]1[CH2:37][CH2:36][CH2:35][CH2:40][CH2:39]1.